From a dataset of Catalyst prediction with 721,799 reactions and 888 catalyst types from USPTO. Predict which catalyst facilitates the given reaction. (1) Reactant: [C:1]([O:5][C:6]([NH:8][CH:9]([CH2:14][C:15]1[CH:20]=[CH:19][CH:18]=[CH:17][C:16]=1[O:21][CH2:22][CH2:23][CH2:24][CH2:25][CH2:26][O:27][C:28]1[CH:33]=[C:32]([C:34]2[CH:39]=[CH:38][CH:37]=[CH:36][CH:35]=2)[CH:31]=[C:30]([C:40]2[CH:45]=[CH:44][CH:43]=[CH:42][CH:41]=2)[N:29]=1)[C:10]([O:12]C)=[O:11])=[O:7])([CH3:4])([CH3:3])[CH3:2].O.[OH-].[Li+]. Product: [C:1]([O:5][C:6]([NH:8][CH:9]([CH2:14][C:15]1[CH:20]=[CH:19][CH:18]=[CH:17][C:16]=1[O:21][CH2:22][CH2:23][CH2:24][CH2:25][CH2:26][O:27][C:28]1[CH:33]=[C:32]([C:34]2[CH:39]=[CH:38][CH:37]=[CH:36][CH:35]=2)[CH:31]=[C:30]([C:40]2[CH:41]=[CH:42][CH:43]=[CH:44][CH:45]=2)[N:29]=1)[C:10]([OH:12])=[O:11])=[O:7])([CH3:4])([CH3:2])[CH3:3]. The catalyst class is: 1. (2) Reactant: [Na].C([O-])(C)(C)C.ClP([C:13]([CH3:16])([CH3:15])C)C(C)(C)C.[C:17]1(NC2C=CC=CC=2)[C:26]2[C:21](=[CH:22][CH:23]=[CH:24][CH:25]=2)[CH:20]=[CH:19][CH:18]=1.C1(N[C:41]2[CH:46]=[CH:45][CH:44]=[CH:43][CH:42]=2)C=CC=CC=1.CO[C:49]1[CH:54]=[CH:53][C:52](N[C:49]2[CH:54]=[CH:53][C:52](OC)=[CH:51][CH:50]=2)=[CH:51][CH:50]=1. Product: [C:22]12([C:21]3[C:26]([C:17]4[C:13]([CH:15]=3)=[CH:16][CH:20]=[CH:19][CH:18]=4)=[CH:25][CH:24]=[CH:23]1)[C:51]1[C:50]([C:41]3[C:42]([CH:52]=1)=[CH:43][CH:44]=[CH:45][CH:46]=3)=[CH:49][CH:54]=[CH:53]2. The catalyst class is: 167. (3) Reactant: [C:1]([C:5]1[CH:10]=[CH:9][C:8]([N:11]=[C:12]=[S:13])=[CH:7][CH:6]=1)([CH3:4])([CH3:3])[CH3:2].Cl.[CH3:15][NH:16][O:17][CH2:18][C:19]([OH:21])=[O:20].C(N(CC)CC)C. Product: [C:1]([C:5]1[CH:10]=[CH:9][C:8]([NH:11][C:12]([N:16]([CH3:15])[O:17][CH2:18][C:19]([OH:21])=[O:20])=[S:13])=[CH:7][CH:6]=1)([CH3:4])([CH3:2])[CH3:3]. The catalyst class is: 22. (4) Reactant: [NH2:1][CH:2]1[CH2:7][CH2:6][N:5]([C:8]2[CH:9]=[C:10]([N:14]([CH3:22])[C:15]3[CH:20]=[CH:19][C:18]([OH:21])=[CH:17][CH:16]=3)[CH:11]=[CH:12][CH:13]=2)[CH2:4][CH2:3]1.[OH-].[Na+].[CH3:25][C:26]([O:29][C:30](O[C:30]([O:29][C:26]([CH3:28])([CH3:27])[CH3:25])=[O:31])=[O:31])([CH3:28])[CH3:27]. Product: [C:26]([O:29][C:30](=[O:31])[NH:1][CH:2]1[CH2:7][CH2:6][N:5]([C:8]2[CH:13]=[CH:12][CH:11]=[C:10]([N:14]([C:15]3[CH:16]=[CH:17][C:18]([OH:21])=[CH:19][CH:20]=3)[CH3:22])[CH:9]=2)[CH2:4][CH2:3]1)([CH3:28])([CH3:27])[CH3:25]. The catalyst class is: 24.